Dataset: Forward reaction prediction with 1.9M reactions from USPTO patents (1976-2016). Task: Predict the product of the given reaction. (1) Given the reactants [N:1]1([CH2:10][CH2:11][OH:12])[C:5]2[CH:6]=[CH:7][CH:8]=[CH:9][C:4]=2[N:3]=[CH:2]1.[C:13](OC(=O)C)(=[O:15])[CH3:14], predict the reaction product. The product is: [C:13]([O:12][CH2:11][CH2:10][N:1]1[C:5]2[CH:6]=[CH:7][CH:8]=[CH:9][C:4]=2[N:3]=[CH:2]1)(=[O:15])[CH3:14]. (2) The product is: [NH2:8][C@@H:9]([CH2:13][C:14]1[CH:19]=[CH:18][C:17]([N:20]2[CH2:24][C:23](=[O:25])[NH:22][S:21]2(=[O:35])=[O:36])=[CH:16][CH:15]=1)[C:10]([OH:12])=[O:11]. Given the reactants C(OC([NH:8][C@@H:9]([CH2:13][C:14]1[CH:19]=[CH:18][C:17]([N:20]2[CH2:24][C:23](=[O:25])[N:22](CC3C=CC(OC)=CC=3)[S:21]2(=[O:36])=[O:35])=[CH:16][CH:15]=1)[C:10]([OH:12])=[O:11])=O)(C)(C)C.C([SiH](C)C)(C)(C)C, predict the reaction product. (3) The product is: [CH2:1]([O:3][C:4]([C:7]1[N:11]([CH2:12][CH:13]2[CH2:18][CH2:17][O:16][CH2:15][CH2:14]2)[C:10]2[CH:19]=[CH:20][C:21]([NH:23][CH3:24])=[CH:22][C:9]=2[N:8]=1)([CH3:5])[CH3:6])[CH3:2]. Given the reactants [CH2:1]([O:3][C:4]([C:7]1[N:11]([CH2:12][CH:13]2[CH2:18][CH2:17][O:16][CH2:15][CH2:14]2)[C:10]2[CH:19]=[CH:20][C:21]([N:23](C)[C:24](=O)C)=[CH:22][C:9]=2[N:8]=1)([CH3:6])[CH3:5])[CH3:2], predict the reaction product. (4) Given the reactants C([O:3][C:4](=[O:25])[C:5]([O:15][C:16]1[CH:24]=[CH:23][C:19]2[O:20][CH2:21][O:22][C:18]=2[CH:17]=1)([CH3:14])[CH2:6][C:7]1[CH:12]=[CH:11][C:10]([OH:13])=[CH:9][CH:8]=1)C.[CH:26]1([C:32]2[O:33][C:34]([CH3:50])=[C:35]([CH2:37][CH2:38]OS(C3C=CC(C)=CC=3)(=O)=O)[N:36]=2)[CH2:31][CH2:30][CH2:29][CH2:28][CH2:27]1, predict the reaction product. The product is: [O:20]1[C:19]2[CH:23]=[CH:24][C:16]([O:15][C:5]([CH3:14])([CH2:6][C:7]3[CH:12]=[CH:11][C:10]([O:13][CH2:38][CH2:37][C:35]4[N:36]=[C:32]([CH:26]5[CH2:31][CH2:30][CH2:29][CH2:28][CH2:27]5)[O:33][C:34]=4[CH3:50])=[CH:9][CH:8]=3)[C:4]([OH:3])=[O:25])=[CH:17][C:18]=2[O:22][CH2:21]1. (5) Given the reactants [Br:1][C:2]1[CH:3]=[N:4][C:5](C(OC)=O)=[N:6][CH:7]=1.[CH3:12][Mg]Br.CC[O:17][CH2:18][CH3:19], predict the reaction product. The product is: [Br:1][C:2]1[CH:3]=[N:4][C:5]([C:18]([OH:17])([CH3:19])[CH3:12])=[N:6][CH:7]=1.